From a dataset of Full USPTO retrosynthesis dataset with 1.9M reactions from patents (1976-2016). Predict the reactants needed to synthesize the given product. (1) Given the product [NH2:10][C:11]1[CH:12]=[CH:13][CH:14]=[CH:15][C:5]=1[C:6]([NH:4][CH2:1][C:2]#[CH:3])=[O:8], predict the reactants needed to synthesize it. The reactants are: [CH2:1]([NH2:4])[C:2]#[CH:3].[C:5]12[C:11](=[CH:12][CH:13]=[CH:14][CH:15]=1)[NH:10]C(=O)[O:8][C:6]2=O. (2) Given the product [CH3:1][C:2]1([N:14]2[CH2:29][CH2:28][C:27](=[O:30])[CH2:26][CH2:25]2)[C:12]2=[C:13]3[C:8](=[CH:9][CH:10]=[CH:11]2)[CH:7]=[CH:6][CH:5]=[C:4]3[CH2:3]1, predict the reactants needed to synthesize it. The reactants are: [CH3:1][C:2]1([NH2:14])[C:12]2=[C:13]3[C:8](=[CH:9][CH:10]=[CH:11]2)[CH:7]=[CH:6][CH:5]=[C:4]3[CH2:3]1.C([O-])([O-])=O.[K+].[K+].[I-].C([N+]1(C)[CH2:29][CH2:28][C:27](=[O:30])[CH2:26][CH2:25]1)C. (3) Given the product [Cl:1][C:2]1[CH:3]=[CH:4][C:5]2[N:11]3[C:12]([CH3:16])=[C:13]([CH3:15])[N:14]=[C:10]3[C@@H:9]([CH2:17][CH2:18][C:19]([OH:35])=[O:32])[O:8][C@H:7]([C:21]3[CH:26]=[CH:25][CH:24]=[C:23]([O:27][CH3:28])[C:22]=3[O:29][CH3:30])[C:6]=2[CH:31]=1, predict the reactants needed to synthesize it. The reactants are: [Cl:1][C:2]1[CH:3]=[CH:4][C:5]2[N:11]3[C:12]([CH3:16])=[C:13]([CH3:15])[N:14]=[C:10]3[C@@H:9]([CH2:17][CH2:18][C:19]#N)[O:8][C@H:7]([C:21]3[CH:26]=[CH:25][CH:24]=[C:23]([O:27][CH3:28])[C:22]=3[O:29][CH3:30])[C:6]=2[CH:31]=1.[OH-:32].[Na+].C[OH:35].Cl. (4) Given the product [CH2:34]([N:29]([CH2:22][C:23]1[CH:24]=[CH:25][CH:26]=[CH:27][CH:28]=1)[CH2:30][CH2:31][CH2:32][O:11][CH2:10][CH2:9][O:8][CH2:1][C:2]1[CH:3]=[CH:4][CH:5]=[CH:6][CH:7]=1)[C:35]1[CH:40]=[CH:39][CH:38]=[CH:37][CH:36]=1, predict the reactants needed to synthesize it. The reactants are: [CH2:1]([O:8][CH2:9][CH2:10][O:11]S(C1C=CC(C)=CC=1)(=O)=O)[C:2]1[CH:7]=[CH:6][CH:5]=[CH:4][CH:3]=1.[CH2:22]([N:29]([CH2:34][C:35]1[CH:40]=[CH:39][CH:38]=[CH:37][CH:36]=1)[CH2:30][CH2:31][CH2:32]O)[C:23]1[CH:28]=[CH:27][CH:26]=[CH:25][CH:24]=1.[OH-].[Na+]. (5) Given the product [F:1][C:2]1[CH:3]=[CH:4][C:5]([N:8]([CH2:9][C:10]#[N:11])[CH3:12])=[CH:6][CH:7]=1, predict the reactants needed to synthesize it. The reactants are: [F:1][C:2]1[CH:7]=[CH:6][C:5]([NH:8][CH2:9][C:10]#[N:11])=[CH:4][CH:3]=1.[C:12](=O)([O-])[O-].[Cs+].[Cs+]. (6) Given the product [Cl:10][C:11]1[CH:12]=[C:13]([N:17]2[C:5]([NH2:6])=[CH:4][C:3]([C:2]([F:9])([F:8])[F:1])=[N:18]2)[CH:14]=[CH:15][CH:16]=1, predict the reactants needed to synthesize it. The reactants are: [F:1][C:2]([F:9])([F:8])[C:3](=O)[CH2:4][C:5]#[N:6].[Cl:10][C:11]1[CH:12]=[C:13]([NH:17][NH2:18])[CH:14]=[CH:15][CH:16]=1. (7) Given the product [Cl:1][C:2]1[CH:3]=[C:4]([CH2:9][C:10]([OH:14])=[O:12])[CH:5]=[C:6]([CH3:8])[CH:7]=1, predict the reactants needed to synthesize it. The reactants are: [Cl:1][C:2]1[CH:3]=[C:4]([CH2:9][C:10]#N)[CH:5]=[C:6]([CH3:8])[CH:7]=1.[OH-:12].[K+].[OH2:14].CC(O)C.